Task: Predict the product of the given reaction.. Dataset: Forward reaction prediction with 1.9M reactions from USPTO patents (1976-2016) Given the reactants [CH2:1]([O:3][C:4](=[O:12])[C:5]1[CH:10]=[CH:9][CH:8]=[N:7][C:6]=1Cl)[CH3:2].C(N(CC)CC)C.[F:20][C:21]1[CH:22]=[C:23]([CH:26]=[CH:27][C:28]=1[F:29])[CH2:24][NH2:25], predict the reaction product. The product is: [CH2:1]([O:3][C:4](=[O:12])[C:5]1[CH:10]=[CH:9][CH:8]=[N:7][C:6]=1[NH:25][CH2:24][C:23]1[CH:26]=[CH:27][C:28]([F:29])=[C:21]([F:20])[CH:22]=1)[CH3:2].